From a dataset of Reaction yield outcomes from USPTO patents with 853,638 reactions. Predict the reaction yield, written as a fraction of the theoretical maximum amount of product (1.0 means a 100% yield; for example, 0.34 means a 34% yield). (1) The reactants are [C:1]([C:3]1[O:7][C:6](Br)=[CH:5][CH:4]=1)#[N:2].[NH:9]1[C:17]2[C:12](=[CH:13][CH:14]=[CH:15][CH:16]=2)[C:11]2([CH:21](B(O)O)CC[CH2:18]2)[C:10]1=[O:25].C(=O)([O-])[O-].[Na+].[Na+].[OH-].[Na+]. The catalyst is COCCOC.O.C1C=CC([P]([Pd]([P](C2C=CC=CC=2)(C2C=CC=CC=2)C2C=CC=CC=2)([P](C2C=CC=CC=2)(C2C=CC=CC=2)C2C=CC=CC=2)[P](C2C=CC=CC=2)(C2C=CC=CC=2)C2C=CC=CC=2)(C2C=CC=CC=2)C2C=CC=CC=2)=CC=1. The product is [CH3:18][C:11]1([CH3:21])[C:12]2[C:17](=[CH:16][CH:15]=[C:14]([C:6]3[O:7][C:3]([C:1]#[N:2])=[CH:4][CH:5]=3)[CH:13]=2)[NH:9][C:10]1=[O:25]. The yield is 0.490. (2) The reactants are ClC(Cl)(Cl)CO[C:5](=[O:29])[NH:6][C:7]1[C:8]([CH3:28])=[C:9]([CH2:26][CH3:27])[C:10]2[O:14][CH2:13][CH:12]([C:15]3[CH:20]=[CH:19][C:18]([CH:21]([CH3:23])[CH3:22])=[CH:17][CH:16]=3)[C:11]=2[C:24]=1[CH3:25].[NH2:32][CH2:33][CH2:34][OH:35]. The catalyst is CCCCCC.C(OCC)(=O)C. The product is [CH2:26]([C:9]1[C:10]2[O:14][CH2:13][CH:12]([C:15]3[CH:20]=[CH:19][C:18]([CH:21]([CH3:22])[CH3:23])=[CH:17][CH:16]=3)[C:11]=2[C:24]([CH3:25])=[C:7]([NH:6][C:5]([NH:32][CH2:33][CH2:34][OH:35])=[O:29])[C:8]=1[CH3:28])[CH3:27]. The yield is 0.570.